Dataset: Reaction yield outcomes from USPTO patents with 853,638 reactions. Task: Predict the reaction yield, written as a fraction of the theoretical maximum amount of product (1.0 means a 100% yield; for example, 0.34 means a 34% yield). The reactants are [C:1]([O:5][C:6]([CH:8]1[CH2:13][CH2:12][N:11]([C:14]2[NH:19][C:18](=[O:20])[C:17]([C:21]([O:23][CH2:24][CH3:25])=[O:22])=[CH:16][C:15]=2[C:26]#[N:27])[CH2:10][CH2:9]1)=[O:7])([CH3:4])([CH3:3])[CH3:2].[O:28](S(C(F)(F)F)(=O)=O)[S:29]([C:32]([F:35])([F:34])[F:33])(=O)=[O:30].C([O-])(O)=O.[Na+]. The catalyst is C(Cl)Cl. The product is [C:1]([O:5][C:6]([CH:8]1[CH2:13][CH2:12][N:11]([C:14]2[C:15]([C:26]#[N:27])=[CH:16][C:17]([C:21]([O:23][CH2:24][CH3:25])=[O:22])=[C:18]([O:20][S:29]([C:32]([F:35])([F:34])[F:33])(=[O:30])=[O:28])[N:19]=2)[CH2:10][CH2:9]1)=[O:7])([CH3:2])([CH3:4])[CH3:3]. The yield is 1.00.